From a dataset of Forward reaction prediction with 1.9M reactions from USPTO patents (1976-2016). Predict the product of the given reaction. Given the reactants Cl[C:2]1[N:7]=[CH:6][C:5]2[C:8]([C:14]([NH2:16])=[O:15])=[N:9][N:10]([CH:11]([CH3:13])[CH3:12])[C:4]=2[CH:3]=1.[CH3:17][O:18][CH:19]1[CH2:24][CH2:23][N:22]([C:25]2[N:30]=[C:29]([NH2:31])[CH:28]=[CH:27][N:26]=2)[CH2:21][CH2:20]1.CC(C)([O-])C.[Na+], predict the reaction product. The product is: [CH:11]([N:10]1[C:4]2[CH:3]=[C:2]([NH:31][C:29]3[CH:28]=[CH:27][N:26]=[C:25]([N:22]4[CH2:21][CH2:20][CH:19]([O:18][CH3:17])[CH2:24][CH2:23]4)[N:30]=3)[N:7]=[CH:6][C:5]=2[C:8]([C:14]([NH2:16])=[O:15])=[N:9]1)([CH3:13])[CH3:12].